Dataset: PAMPA (Parallel Artificial Membrane Permeability Assay) permeability data from NCATS. Task: Regression/Classification. Given a drug SMILES string, predict its absorption, distribution, metabolism, or excretion properties. Task type varies by dataset: regression for continuous measurements (e.g., permeability, clearance, half-life) or binary classification for categorical outcomes (e.g., BBB penetration, CYP inhibition). Dataset: pampa_ncats. The drug is CC[C@H](CO)NC1=NC(=C2C(=N1)N(C=N2)C(C)C)NCC3=CC=CC=C3. The result is 1 (high permeability).